From a dataset of Full USPTO retrosynthesis dataset with 1.9M reactions from patents (1976-2016). Predict the reactants needed to synthesize the given product. Given the product [Cl:21][C:6]1[C:5]2[C:10](=[C:11]([F:12])[C:2]([F:1])=[CH:3][CH:4]=2)[N:9]=[CH:8][C:7]=1[C:13]([O:15][CH2:16][CH3:17])=[O:14], predict the reactants needed to synthesize it. The reactants are: [F:1][C:2]1[C:11]([F:12])=[C:10]2[C:5]([C:6](=O)[CH:7]([C:13]([O:15][CH2:16][CH3:17])=[O:14])[CH:8]=[N:9]2)=[CH:4][CH:3]=1.P(Cl)(Cl)([Cl:21])=O.